This data is from Reaction yield outcomes from USPTO patents with 853,638 reactions. The task is: Predict the reaction yield, written as a fraction of the theoretical maximum amount of product (1.0 means a 100% yield; for example, 0.34 means a 34% yield). (1) The reactants are [CH3:1][C:2]1[CH:7]=[CH:6][C:5]([S:8](Cl)(=[O:10])=[O:9])=[CH:4][CH:3]=1.[C:12]1([N:18]2[C:26]3[CH2:25][CH2:24][CH2:23]/[C:22](=[CH:27]\[CH2:28][OH:29])/[C:21]=3[CH:20]=[N:19]2)[CH:17]=[CH:16][CH:15]=[CH:14][CH:13]=1.[N:30]1[CH:35]=[CH:34][CH:33]=[CH:32][CH:31]=1. No catalyst specified. The product is [C:2]1([CH3:1])[CH:7]=[CH:6][C:5]([S:8]([O-:10])(=[O:29])=[O:9])=[CH:4][CH:3]=1.[C:12]1([N:18]2[C:26]3[CH2:25][CH2:24][CH2:23][C:22](=[CH:27][CH2:28][N+:30]4[CH:35]=[CH:34][CH:33]=[CH:32][CH:31]=4)[C:21]=3[CH:20]=[N:19]2)[CH:17]=[CH:16][CH:15]=[CH:14][CH:13]=1. The yield is 0.600. (2) The reactants are [Cl:1][C:2]1[C:7]([C:8]2[N:9]=[C:10]([N:20]3[CH2:25][CH2:24][O:23][CH2:22][CH2:21]3)[S:11][C:12]=2[C:13]2[CH:18]=[CH:17][N:16]=[C:15](Cl)[N:14]=2)=[CH:6][CH:5]=[CH:4][C:3]=1[NH:26][S:27]([C:30]1[C:35]([F:36])=[CH:34][CH:33]=[CH:32][C:31]=1[F:37])(=[O:29])=[O:28].[NH4+:38].[OH-]. The catalyst is O1CCOCC1. The product is [NH2:38][C:15]1[N:14]=[C:13]([C:12]2[S:11][C:10]([N:20]3[CH2:21][CH2:22][O:23][CH2:24][CH2:25]3)=[N:9][C:8]=2[C:7]2[C:2]([Cl:1])=[C:3]([NH:26][S:27]([C:30]3[C:31]([F:37])=[CH:32][CH:33]=[CH:34][C:35]=3[F:36])(=[O:28])=[O:29])[CH:4]=[CH:5][CH:6]=2)[CH:18]=[CH:17][N:16]=1. The yield is 0.350. (3) The reactants are [N+:1]([C:4]1[CH:10]=[CH:9][C:7]([NH2:8])=[CH:6][CH:5]=1)([O-:3])=[O:2].N([O-])=O.[Na+].[N-:15]=[N+:16]=[N-].[Na+]. The catalyst is Cl. The product is [N:8]([C:7]1[CH:9]=[CH:10][C:4]([N+:1]([O-:3])=[O:2])=[CH:5][CH:6]=1)=[N+:15]=[N-:16]. The yield is 0.860.